This data is from Catalyst prediction with 721,799 reactions and 888 catalyst types from USPTO. The task is: Predict which catalyst facilitates the given reaction. (1) Reactant: [C:1]([NH:8][C@H:9]([C:11]([OH:13])=O)[CH3:10])([O:3][C:4]([CH3:7])([CH3:6])[CH3:5])=[O:2].C[C@@H](O)[C@@H]1NC(=O)[C@H](CCN)NC(=O)[C@H](CCN)NC(=O)[C@H](CC(C)C)NC(=O)[C@@H](CC2C=CC=CC=2)NC(=O)[C@H](CCN)NC(=O)[C@@H](NC([C@@H](N)CCN)=O)CCNC1=O.OS(O)(=O)=O.CN(C(ON1N=NC2C=CC=NC1=2)=[N+](C)C)C.F[P-](F)(F)(F)(F)F.C(N(CC)C(C)C)(C)C.[CH3:113][C:114]([CH3:134])=[CH:115][CH2:116][CH2:117]/[C:118](/[CH3:133])=[CH:119]/[CH2:120][CH2:121]/[C:122](/[CH3:132])=[CH:123]/[CH2:124][S:125][CH2:126][C@H:127]([NH2:131])[C:128]([OH:130])=[O:129]. Product: [CH3:7][C:4]([CH3:5])([O:3][C:1](=[O:2])[NH:8][C@@H:9]([CH3:10])[C:11](=[O:13])[NH:131][C@H:127]([C:128]([OH:130])=[O:129])[CH2:126][S:125][CH2:124]/[CH:123]=[C:122](\[CH3:132])/[CH2:121][CH2:120]/[CH:119]=[C:118](\[CH3:133])/[CH2:117][CH2:116][CH:115]=[C:114]([CH3:134])[CH3:113])[CH3:6]. The catalyst class is: 2. (2) Reactant: [Br:1]Br.[O:3]1[C:7]2[CH:8]=[CH:9][C:10]([CH2:12][S:13][C:14]3[N:15]4[C:21]([C:22]5[CH:27]=[CH:26][CH:25]=[CH:24][CH:23]=5)=[CH:20][S:19][C:16]4=[N:17][N:18]=3)=[CH:11][C:6]=2[O:5][CH2:4]1.C([O-])(O)=O.[Na+]. Product: [O:3]1[C:7]2[CH:8]=[CH:9][C:10]([CH2:12][S:13][C:14]3[N:15]4[C:21]([C:22]5[CH:23]=[CH:24][CH:25]=[CH:26][CH:27]=5)=[C:20]([Br:1])[S:19][C:16]4=[N:17][N:18]=3)=[CH:11][C:6]=2[O:5][CH2:4]1. The catalyst class is: 2. (3) Reactant: I[CH2:2][CH:3]1[CH2:7][C:6]2[CH:8]=[C:9]([C:12]([F:15])([F:14])[F:13])[CH:10]=[CH:11][C:5]=2[O:4]1.C(=O)([O-])[O-].[K+].[K+].[NH:22]1[CH2:27][CH2:26][NH:25][CH2:24][CH2:23]1. Product: [F:13][C:12]([F:15])([F:14])[C:9]1[CH:10]=[CH:11][C:5]2[O:4][CH:3]([CH2:2][N:22]3[CH2:27][CH2:26][NH:25][CH2:24][CH2:23]3)[CH2:7][C:6]=2[CH:8]=1. The catalyst class is: 23. (4) Reactant: [C:1]([C:4]1([C:17]([O:19][CH2:20][CH3:21])=[O:18])[CH2:9][CH2:8][N:7](C(OC(C)(C)C)=O)[CH2:6][CH2:5]1)(=[O:3])[NH2:2].[Cl:22]CCl. The catalyst class is: 89. Product: [ClH:22].[C:1]([C:4]1([C:17]([O:19][CH2:20][CH3:21])=[O:18])[CH2:9][CH2:8][NH:7][CH2:6][CH2:5]1)(=[O:3])[NH2:2]. (5) The catalyst class is: 27. Reactant: [CH2:1]([O:3][C:4]([N:6]1[CH2:11][CH2:10][CH:9]([C:12]2[C:20]3[C:15](=[CH:16][CH:17]=[CH:18][CH:19]=3)[NH:14][CH:13]=2)[CH2:8][CH2:7]1)=[O:5])[CH3:2].Br[CH2:22][C:23]1[CH:27]=[CH:26][S:25][CH:24]=1. Product: [CH2:1]([O:3][C:4]([N:6]1[CH2:11][CH2:10][CH:9]([C:12]2[C:20]3[C:15](=[CH:16][CH:17]=[CH:18][CH:19]=3)[N:14]([CH2:22][C:23]3[CH:27]=[CH:26][S:25][CH:24]=3)[CH:13]=2)[CH2:8][CH2:7]1)=[O:5])[CH3:2]. (6) Reactant: C(OC(=O)NCC([N:11]1[CH2:16][CH2:15][C:14]([CH2:25][NH2:26])([CH2:17][CH2:18][C:19]2[CH:24]=[CH:23][CH:22]=[CH:21][CH:20]=2)[CH2:13][CH2:12]1)=O)(C)(C)C.[NH2:28][C:29]1[C:30]([C:37]([NH:39][C:40](=[NH:43])SC)=[O:38])=[N:31][C:32]([Cl:36])=[C:33]([NH2:35])[N:34]=1. Product: [NH2:31][CH2:30][C:37]([N:26]([CH2:25][C:14]1([CH2:17][CH2:18][C:19]2[CH:20]=[CH:21][CH:22]=[CH:23][CH:24]=2)[CH2:13][CH2:12][NH:11][CH2:16][CH2:15]1)[C:40]([NH:39][C:37]([C:30]1[C:29]([NH2:28])=[N:34][C:33]([NH2:35])=[C:32]([Cl:36])[N:31]=1)=[O:38])=[NH:43])=[O:38]. The catalyst class is: 7.